From a dataset of Reaction yield outcomes from USPTO patents with 853,638 reactions. Predict the reaction yield, written as a fraction of the theoretical maximum amount of product (1.0 means a 100% yield; for example, 0.34 means a 34% yield). (1) The reactants are [C:1]([NH:24][CH2:25][CH2:26][NH:27][P:28](=O)([O:39]C1C=CC=CC=1)[O:29][C:30]1[CH:35]=[CH:34][C:33]([N+]([O-])=O)=[CH:32][CH:31]=1)(=[O:23])[CH2:2][CH2:3]/[CH:4]=[CH:5]\[CH2:6]/[CH:7]=[CH:8]\[CH2:9]/[CH:10]=[CH:11]\[CH2:12]/[CH:13]=[CH:14]\[CH2:15]/[CH:16]=[CH:17]\[CH2:18]/[CH:19]=[CH:20]\[CH2:21][CH3:22].C([Mg]Cl)(C)(C)C.[CH3:53][C:54]1[C:60](=[O:61])[NH:59][C:57](=[O:58])[N:56]([C@@H:62]2[O:66][C@H:65]([CH2:67][OH:68])[C@@H:64]([N:69]=[N+:70]=[N-:71])[CH2:63]2)[CH:55]=1. The catalyst is C1COCC1. The product is [C:1]([NH:24][CH2:25][CH2:26][NH:27][P:28](=[O:39])([O:29][C:30]1[CH:35]=[CH:34][CH:33]=[CH:32][CH:31]=1)[O:68][CH2:67][C@@H:65]1[C@@H:64]([N:69]=[N+:70]=[N-:71])[CH2:63][C@@H:62]([N:56]2[CH:55]=[C:54]([CH3:53])[C:60](=[O:61])[NH:59][C:57]2=[O:58])[O:66]1)(=[O:23])[CH2:2][CH2:3]/[CH:4]=[CH:5]\[CH2:6]/[CH:7]=[CH:8]\[CH2:9]/[CH:10]=[CH:11]\[CH2:12]/[CH:13]=[CH:14]\[CH2:15]/[CH:16]=[CH:17]\[CH2:18]/[CH:19]=[CH:20]\[CH2:21][CH3:22]. The yield is 0.240. (2) The reactants are C(N[CH:5]([CH3:7])[CH3:6])(C)C.[CH2:8]([Li])[CH2:9][CH2:10][CH3:11].[CH2:13]([SnH:17]([CH2:22][CH2:23][CH2:24][CH3:25])[CH2:18][CH2:19][CH2:20][CH3:21])[CH2:14][CH2:15][CH3:16].I[CH2:27][O:28][CH2:29]I. The catalyst is CCCCCC.O.O1CCCC1. The product is [CH2:8]([Sn:17]([CH2:18][CH2:7][CH2:5][CH3:6])([CH2:13][CH2:14][CH2:15][CH3:16])[CH2:27][O:28][CH2:29][Sn:17]([CH2:13][CH2:14][CH2:15][CH3:16])([CH2:18][CH2:19][CH2:20][CH3:21])[CH2:22][CH2:23][CH2:24][CH3:25])[CH2:9][CH2:10][CH3:11]. The yield is 0.170. (3) The reactants are Cl[C:2]([O:4][C:5]1[CH:10]=[CH:9][C:8]([N+:11]([O-:13])=[O:12])=[CH:7][CH:6]=1)=[O:3].[CH3:14][O:15][C:16]1[NH:17][CH:18]([C:26]2[CH:31]=[C:30]([F:32])[C:29]([F:33])=[C:28]([F:34])[CH:27]=2)[C:19]([C:23](=[O:25])[CH3:24])=[C:20]([CH3:22])[N:21]=1.N1C=CC=CC=1. The catalyst is C(Cl)Cl. The product is [C:23]([C:19]1[CH:18]([C:26]2[CH:27]=[C:28]([F:34])[C:29]([F:33])=[C:30]([F:32])[CH:31]=2)[N:17]([C:2]([O:4][C:5]2[CH:10]=[CH:9][C:8]([N+:11]([O-:13])=[O:12])=[CH:7][CH:6]=2)=[O:3])[C:16]([O:15][CH3:14])=[N:21][C:20]=1[CH3:22])(=[O:25])[CH3:24]. The yield is 0.920. (4) The reactants are [CH:1]([C:3]1[CH:8]=[CH:7][C:6]([CH2:9][CH2:10][C:11]([O:13][CH2:14][CH3:15])=[O:12])=[CH:5][CH:4]=1)=O.[CH3:16][CH:17]1[O:22][CH:21]([CH3:23])[CH2:20][NH:19][CH2:18]1.C(O[BH-](OC(=O)C)OC(=O)C)(=O)C.[Na+]. The catalyst is ClCCCl.C(OCC)(=O)C. The product is [CH3:23][CH:21]1[O:22][CH:17]([CH3:16])[CH2:18][N:19]([CH2:1][C:3]2[CH:8]=[CH:7][C:6]([CH2:9][CH2:10][C:11]([O:13][CH2:14][CH3:15])=[O:12])=[CH:5][CH:4]=2)[CH2:20]1. The yield is 0.560. (5) The catalyst is C1COCC1. The product is [C:1]([Si:5]([CH3:24])([CH3:23])[O:6][C:7]1[C:8]([F:22])=[C:9]([OH:31])[CH:10]=[C:11]([C:13]([CH3:21])([CH3:20])[O:14][SiH2:15][C:16]([CH3:19])([CH3:18])[CH3:17])[CH:12]=1)([CH3:4])([CH3:3])[CH3:2]. The reactants are [C:1]([Si:5]([CH3:24])([CH3:23])[O:6][C:7]1[CH:12]=[C:11]([C:13]([CH3:21])([CH3:20])[O:14][SiH2:15][C:16]([CH3:19])([CH3:18])[CH3:17])[CH:10]=[CH:9][C:8]=1[F:22])([CH3:4])([CH3:3])[CH3:2].[Li]C(CC)C.B(OC)(OC)[O:31]C.C(O)(=O)C.OO. The yield is 0.640. (6) The reactants are [NH2:1][C:2]1[CH:7]=[CH:6][C:5]([N:8]2[C:14](=[O:15])[CH2:13][C:12](=[O:16])[NH:11][C:10]3[C:17]4[C:22]([CH:23]=[CH:24][C:9]2=3)=[CH:21][CH:20]=[CH:19][CH:18]=4)=[CH:4][CH:3]=1.CC1C=C(C=CC=1)[C:29](Cl)=[S:30].O=C1CC(=O)N([C:44]2[CH:52]=[CH:51][C:47]([C:48](O)=[O:49])=[CH:46][CH:45]=2)C2C=CC3C(C=2N1)=CC=CC=3. No catalyst specified. The product is [CH3:29][S:30][C:45]1[CH:46]=[C:47]([CH:51]=[CH:52][CH:44]=1)[C:48]([NH:1][C:2]1[CH:7]=[CH:6][C:5]([N:8]2[C:14](=[O:15])[CH2:13][C:12](=[O:16])[NH:11][C:10]3[C:17]4[C:22]([CH:23]=[CH:24][C:9]2=3)=[CH:21][CH:20]=[CH:19][CH:18]=4)=[CH:4][CH:3]=1)=[O:49]. The yield is 0.920. (7) The reactants are [C:1]1([S:7]([N:10]([C:20]2[O:24][N:23]=[C:22]([C:25]([CH3:28])([CH3:27])[CH3:26])[C:21]=2[Br:29])S(C2C=CC=CC=2)(=O)=O)(=[O:9])=[O:8])[CH:6]=[CH:5][CH:4]=[CH:3][CH:2]=1.[OH-].[Na+]. The catalyst is CO. The product is [Br:29][C:21]1[C:22]([C:25]([CH3:28])([CH3:27])[CH3:26])=[N:23][O:24][C:20]=1[NH:10][S:7]([C:1]1[CH:6]=[CH:5][CH:4]=[CH:3][CH:2]=1)(=[O:9])=[O:8]. The yield is 0.940. (8) The reactants are [C:1]([Si:5]([CH3:16])([CH3:15])[O:6][CH2:7][CH2:8][C:9]([CH3:14])([CH3:13])[CH2:10][CH2:11][OH:12])([CH3:4])([CH3:3])[CH3:2].C(N(CC)CC)C.[CH3:24][S:25](Cl)(=[O:27])=[O:26].O. The catalyst is ClCCl. The product is [C:1]([Si:5]([CH3:16])([CH3:15])[O:6][CH2:7][CH2:8][C:9]([CH3:14])([CH3:13])[CH2:10][CH2:11][O:12][S:25]([CH3:24])(=[O:27])=[O:26])([CH3:4])([CH3:3])[CH3:2]. The yield is 0.990. (9) The reactants are [Cl:1][C:2]1[CH:9]=[C:8]([N+:10]([O-])=O)[CH:7]=[C:6]([Cl:13])[C:3]=1[C:4]#[N:5].[Cl-].[NH4+].O. The catalyst is CO.[Fe]. The product is [NH2:10][C:8]1[CH:7]=[C:6]([Cl:13])[C:3]([C:4]#[N:5])=[C:2]([Cl:1])[CH:9]=1. The yield is 0.650.